Dataset: Full USPTO retrosynthesis dataset with 1.9M reactions from patents (1976-2016). Task: Predict the reactants needed to synthesize the given product. (1) Given the product [S:28]1[CH2:29][CH2:30][CH:25]([NH:24][C:2]2[N:10]=[CH:9][CH:8]=[CH:7][C:3]=2[C:4]([OH:6])=[O:5])[CH2:26][CH2:27]1, predict the reactants needed to synthesize it. The reactants are: Cl[C:2]1[N:10]=[CH:9][CH:8]=[CH:7][C:3]=1[C:4]([OH:6])=[O:5].C(=O)([O-])[O-].[K+].[K+].CN1C(=O)CCC1.[NH2:24][C:25]1[CH:30]=[CH:29][S:28][CH2:27][CH:26]=1. (2) Given the product [CH3:9][N:10]([CH3:27])[CH2:11][CH2:12][N:13]([CH3:26])[C:14]1[CH:21]=[CH:20][C:5]([C:6]([OH:1])=[O:7])=[CH:16][C:15]=1[C:22]([F:25])([F:24])[F:23], predict the reactants needed to synthesize it. The reactants are: [O:1]1[CH2:6][CH2:5]OCC1.[OH-:7].[Na+].[CH3:9][N:10]([CH3:27])[CH2:11][CH2:12][N:13]([CH3:26])[C:14]1[CH:21]=[CH:20]C(C#N)=[CH:16][C:15]=1[C:22]([F:25])([F:24])[F:23].